The task is: Predict the product of the given reaction.. This data is from Forward reaction prediction with 1.9M reactions from USPTO patents (1976-2016). (1) Given the reactants [Cl:1][C:2]1[CH:7]=[CH:6][C:5]([C@H:8]2[N:15]3[C:11]([S:12][C:13]([C:19]([N:21]4[C@H:28]([CH2:29][CH3:30])[CH2:27][CH2:26][C@H:22]4[C:23]([OH:25])=O)=[O:20])=[C:14]3[CH:16]([CH3:18])[CH3:17])=[N:10][C@:9]2([C:32]2[CH:37]=[CH:36][C:35]([Cl:38])=[CH:34][CH:33]=2)[CH3:31])=[CH:4][CH:3]=1.[CH3:39][N:40]1[CH2:45][CH2:44][NH:43][CH2:42][CH2:41]1, predict the reaction product. The product is: [Cl:1][C:2]1[CH:3]=[CH:4][C:5]([C@H:8]2[N:15]3[C:11]([S:12][C:13]([C:19]([N:21]4[C@H:22]([C:23]([N:43]5[CH2:44][CH2:45][N:40]([CH3:39])[CH2:41][CH2:42]5)=[O:25])[CH2:26][CH2:27][C@H:28]4[CH2:29][CH3:30])=[O:20])=[C:14]3[CH:16]([CH3:18])[CH3:17])=[N:10][C@:9]2([C:32]2[CH:33]=[CH:34][C:35]([Cl:38])=[CH:36][CH:37]=2)[CH3:31])=[CH:6][CH:7]=1. (2) Given the reactants C([O:8][C:9]1[CH:17]=[CH:16][C:15]2[N:11]([C:12]([C:23](=[O:35])[C:24]3[CH:29]=[CH:28][C:27]([N+:30]([O-])=O)=[C:26]([O:33][CH3:34])[CH:25]=3)=[C:13]([CH3:22])[C:14]=2[C:18]([O:20][CH3:21])=[O:19])[CH:10]=1)C1C=CC=CC=1.[H][H], predict the reaction product. The product is: [NH2:30][C:27]1[CH:28]=[CH:29][C:24]([C:23]([C:12]2[N:11]3[C:15]([CH:16]=[CH:17][C:9]([OH:8])=[CH:10]3)=[C:14]([C:18]([O:20][CH3:21])=[O:19])[C:13]=2[CH3:22])=[O:35])=[CH:25][C:26]=1[O:33][CH3:34].